This data is from Full USPTO retrosynthesis dataset with 1.9M reactions from patents (1976-2016). The task is: Predict the reactants needed to synthesize the given product. (1) Given the product [CH2:7]([O:14][C:16]1[CH:24]=[CH:23][C:19]([C:20]([OH:22])=[O:21])=[CH:18][C:17]=1[C:25]([F:26])([F:28])[F:27])[CH2:8][CH2:9][CH2:10][CH2:11][CH2:12][CH3:13], predict the reactants needed to synthesize it. The reactants are: CC(C)([O-])C.[K+].[CH2:7]([OH:14])[CH2:8][CH2:9][CH2:10][CH2:11][CH2:12][CH3:13].F[C:16]1[CH:24]=[CH:23][C:19]([C:20]([OH:22])=[O:21])=[CH:18][C:17]=1[C:25]([F:28])([F:27])[F:26].Cl. (2) Given the product [CH3:21][C:18]1[CH:19]=[CH:20][C:13]([O:12][CH3:11])=[C:14]([CH:15]=[N:29][C:27]([O:36][Si:3]([CH3:5])([CH3:4])[CH3:2])=[CH2:28])[CH:17]=1, predict the reactants needed to synthesize it. The reactants are: [Li+].[CH3:2][Si:3]([N-][Si:3]([CH3:5])([CH3:4])[CH3:2])([CH3:5])[CH3:4].[CH3:11][O:12][C:13]1[CH:20]=[CH:19][C:18]([CH3:21])=[CH:17][C:14]=1[CH:15]=O.C[Si](Cl)(C)C.[CH2:27]([N:29](CC)CC)[CH3:28].C(Cl)(=[O:36])C.